This data is from Full USPTO retrosynthesis dataset with 1.9M reactions from patents (1976-2016). The task is: Predict the reactants needed to synthesize the given product. (1) Given the product [CH2:31]([O:32][C:5]([C:4]1[CH:3]=[C:2]([C:24]2[C:18]3[CH2:17][C:51]4[C:50](=[CH:55][CH:54]=[CH:53][CH:52]=4)[C:19]=3[CH:21]=[CH:22][CH:23]=2)[CH:14]=[CH:13][C:12]=1[O:81][CH2:82][CH2:83][O:84][CH2:67][CH2:68][O:69][CH2:70][CH2:71][O:72][CH3:73])=[O:16])[CH3:30], predict the reactants needed to synthesize it. The reactants are: Br[C:2]1[CH:14]=[CH:13][C:12]2C3C(=CC(Br)=CC=3)[C:5](=[O:16])[C:4]=2[CH:3]=1.[C:17](OCC)(=O)[C:18]1[C:19](=[CH:21][CH:22]=[CH:23][CH:24]=1)O.S[CH2:30][C:31](O)=[O:32].CS(O)(=O)=O.COCCOCCOCCO[C:50]1[CH:55]=[C:54](S([O-])(=O)=O)[CH:53]=[CH:52][C:51]=1C.C(=O)([O-])[O-].[K+].[K+].[CH2:67]1[O:84][CH2:83][CH2:82][O:81]CCOCCOC[CH2:73][O:72][CH2:71][CH2:70][O:69][CH2:68]1. (2) Given the product [NH2:2][C@H:3]1[CH2:9][CH2:8][CH2:7][CH2:6][N:5]([CH2:10][C:11]2[CH:16]=[CH:15][CH:14]=[C:13]([O:26][CH3:22])[CH:12]=2)[C:4]1=[O:17], predict the reactants needed to synthesize it. The reactants are: Cl.[NH2:2][C@H:3]1[CH2:9][CH2:8][CH2:7][CH2:6][N:5]([CH2:10][C:11]2[CH:16]=[CH:15][CH:14]=[CH:13][CH:12]=2)[C:4]1=[O:17].BrCC1C=CC=[C:22]([O:26]C)C=1. (3) Given the product [I:14][C:6]1[C:7]([C:10]([O:12][CH3:13])=[O:11])=[N:8][O:9][C:5]=1[CH2:1][CH:2]([CH3:4])[CH3:3], predict the reactants needed to synthesize it. The reactants are: [CH2:1]([C:5]1[O:9][N:8]=[C:7]([C:10]([O:12][CH3:13])=[O:11])[CH:6]=1)[CH:2]([CH3:4])[CH3:3].[I:14]N1C(=O)CCC1=O. (4) Given the product [F:1][C:2]1[CH:11]=[C:10]2[C:5]([CH:6]=[CH:7][CH:8]=[N:9]2)=[CH:4][C:3]=1[CH:12]([OH:13])[CH3:14], predict the reactants needed to synthesize it. The reactants are: [F:1][C:2]1[CH:11]=[C:10]2[C:5]([CH:6]=[CH:7][CH:8]=[N:9]2)=[CH:4][C:3]=1[CH:12]=[O:13].[CH3:14][Mg]Br.[NH4+].[Cl-]. (5) Given the product [C:1]([C:5]1[N:10]=[CH:9][C:8]([C:11]2[N:12]([C:32]([N:43]3[CH2:44][CH2:45][CH:40]([N:39]([CH3:46])[CH3:38])[CH2:41][CH2:42]3)=[O:33])[C@@:13]([C:25]3[CH:26]=[CH:27][C:28]([Cl:31])=[CH:29][CH:30]=3)([CH3:24])[C@@:14]([C:17]3[CH:18]=[CH:19][C:20]([Cl:23])=[CH:21][CH:22]=3)([CH3:16])[N:15]=2)=[C:7]([O:35][CH2:36][CH3:37])[CH:6]=1)([CH3:2])([CH3:3])[CH3:4], predict the reactants needed to synthesize it. The reactants are: [C:1]([C:5]1[N:10]=[CH:9][C:8]([C:11]2[N:12]([C:32](Cl)=[O:33])[C@@:13]([C:25]3[CH:30]=[CH:29][C:28]([Cl:31])=[CH:27][CH:26]=3)([CH3:24])[C@@:14]([C:17]3[CH:22]=[CH:21][C:20]([Cl:23])=[CH:19][CH:18]=3)([CH3:16])[N:15]=2)=[C:7]([O:35][CH2:36][CH3:37])[CH:6]=1)([CH3:4])([CH3:3])[CH3:2].[CH3:38][N:39]([CH3:46])[CH:40]1[CH2:45][CH2:44][NH:43][CH2:42][CH2:41]1. (6) Given the product [O:1]=[C:2]1[C@@H:5]([NH:6][C:33](=[O:34])[CH2:32][CH2:31][C:25]2[CH:30]=[CH:29][CH:28]=[CH:27][CH:26]=2)[CH2:4][O:3]1, predict the reactants needed to synthesize it. The reactants are: [O:1]=[C:2]1[C@@H:5]([NH3+:6])[CH2:4][O:3]1.C1(C)C=CC(S([O-])(=O)=O)=CC=1.CCN(CC)CC.[C:25]1([CH2:31][CH2:32][C:33](Cl)=[O:34])[CH:30]=[CH:29][CH:28]=[CH:27][CH:26]=1.CO.